Dataset: Full USPTO retrosynthesis dataset with 1.9M reactions from patents (1976-2016). Task: Predict the reactants needed to synthesize the given product. (1) Given the product [C:1]([NH:4][CH:5]1[C:9](=[O:10])[CH2:8][N:7]([C:11]([O:13][C:24]([CH3:25])([CH3:23])[CH3:19])=[O:12])[CH2:6]1)(=[O:3])[CH3:2], predict the reactants needed to synthesize it. The reactants are: [C:1]([NH:4][CH:5]1[CH:9]([OH:10])[CH2:8][N:7]([C:11]([O-:13])=[O:12])[CH2:6]1)(=[O:3])[CH3:2].CC(OI1(OC(C)=O)(OC(C)=O)O[C:25](=O)[C:24]2[CH:23]=CC=C[C:19]1=2)=O. (2) Given the product [F:3][C:4]([F:9])([F:8])[C:5]([OH:7])=[O:6].[CH2:34]([O:23][C:22]1[C:14]([CH2:13][N:11]([CH3:10])[CH3:12])=[C:15]2[C:19](=[CH:20][CH:21]=1)[N:18]([S:24]([C:27]1[CH:32]=[CH:31][CH:30]=[CH:29][CH:28]=1)(=[O:25])=[O:26])[CH:17]=[CH:16]2)[CH3:35], predict the reactants needed to synthesize it. The reactants are: [H-].[Na+].[F:3][C:4]([F:9])([F:8])[C:5]([OH:7])=[O:6].[CH3:10][N:11]([CH2:13][C:14]1[C:22]([OH:23])=[CH:21][CH:20]=[C:19]2[C:15]=1[CH:16]=[CH:17][N:18]2[S:24]([C:27]1[CH:32]=[CH:31][CH:30]=[CH:29][CH:28]=1)(=[O:26])=[O:25])[CH3:12].I[CH2:34][CH3:35].O.